Dataset: Forward reaction prediction with 1.9M reactions from USPTO patents (1976-2016). Task: Predict the product of the given reaction. Given the reactants CC(OI1(OC(C)=O)(OC(C)=O)OC(=O)C2C=CC=CC1=2)=O.[OH:23][CH:24]1[CH2:30][CH:29]2[N:31]([C:32]3[C:33]4[C:48]([C:49]5[CH:54]=[CH:53][CH:52]=[CH:51][CH:50]=5)=[CH:47][S:46][C:34]=4[N:35]=[C:36]([N:38]4[CH2:42][CH2:41][CH:40]([C:43]([NH2:45])=[O:44])[CH2:39]4)[N:37]=3)[CH:26]([CH2:27][CH2:28]2)[CH2:25]1.S([O-])([O-])(=O)=S.[Na+].[Na+], predict the reaction product. The product is: [O:23]=[C:24]1[CH2:30][CH:29]2[N:31]([C:32]3[C:33]4[C:48]([C:49]5[CH:54]=[CH:53][CH:52]=[CH:51][CH:50]=5)=[CH:47][S:46][C:34]=4[N:35]=[C:36]([N:38]4[CH2:42][CH2:41][CH:40]([C:43]([NH2:45])=[O:44])[CH2:39]4)[N:37]=3)[CH:26]([CH2:27][CH2:28]2)[CH2:25]1.